Dataset: Catalyst prediction with 721,799 reactions and 888 catalyst types from USPTO. Task: Predict which catalyst facilitates the given reaction. (1) Reactant: [OH:1][CH2:2][C@@H:3]([C:15]1[CH:20]=[CH:19][C:18](OS(C(F)(F)F)(=O)=O)=[CH:17][C:16]=1[O:29][CH3:30])[NH:4][C:5]([C@H:7]1[CH2:9][C@@H:8]1[C:10]1[S:11][CH:12]=[CH:13][CH:14]=1)=[O:6].[C:31]1([CH3:40])[CH:36]=[CH:35][CH:34]=[CH:33][C:32]=1B(O)O.C([O-])([O-])=O.[Na+].[Na+].CCOC(C)=O. Product: [OH:1][CH2:2][C@H:3]([NH:4][C:5]([C@H:7]1[CH2:9][C@@H:8]1[C:10]1[S:11][CH:12]=[CH:13][CH:14]=1)=[O:6])[C:15]1[CH:20]=[CH:19][C:18]([C:34]2[CH:35]=[CH:36][C:31]([CH3:40])=[CH:32][CH:33]=2)=[CH:17][C:16]=1[O:29][CH3:30]. The catalyst class is: 108. (2) The catalyst class is: 7. Reactant: [C:1]([C:4]1[CH:12]=[C:11]2[C:7]([C:8]3[C:16]([C:17]4[CH:22]=[CH:21][CH:20]=[C:19]([N:23]5[C:32](=[O:33])[C:31]6[C:26](=[CH:27][CH:28]=[CH:29][CH:30]=6)[N:25]=[CH:24]5)[C:18]=4[CH3:34])=[C:15]([CH3:35])[N:14]=[C:13]([C:36]([NH2:38])=[O:37])[C:9]=3[NH:10]2)=[CH:6][CH:5]=1)(=[O:3])[CH3:2].[CH3:39][Mg]Br. Product: [OH:3][C:1]([C:4]1[CH:12]=[C:11]2[C:7]([C:8]3[C:16]([C:17]4[CH:22]=[CH:21][CH:20]=[C:19]([N:23]5[C:32](=[O:33])[C:31]6[C:26](=[CH:27][CH:28]=[CH:29][CH:30]=6)[N:25]=[CH:24]5)[C:18]=4[CH3:34])=[C:15]([CH3:35])[N:14]=[C:13]([C:36]([NH2:38])=[O:37])[C:9]=3[NH:10]2)=[CH:6][CH:5]=1)([CH3:39])[CH3:2]. (3) Reactant: [C:1]([O-])(=O)C.[NH2:5][C:6]1[CH:11]=[C:10]([NH2:12])[C:9]([C:13]#[N:14])=[CH:8][NH+:7]=1.C(O)=O.[CH2:18]([NH2:25])[C:19]1[CH:24]=[CH:23][CH:22]=[CH:21][CH:20]=1. Product: [NH2:5][C:6]1[N:7]=[CH:8][C:9]2[CH:13]=[N:14][C:1]([NH:25][CH2:18][C:19]3[CH:24]=[CH:23][CH:22]=[CH:21][CH:20]=3)=[N:12][C:10]=2[CH:11]=1. The catalyst class is: 6. (4) Reactant: [N+:1]([C:4]1[CH:9]=[CH:8][C:7]([C:10]2[NH:11][C:12]([CH2:15][CH2:16][C:17]([O:19][C:20]([CH3:23])([CH3:22])[CH3:21])=[O:18])=[N:13][N:14]=2)=[CH:6][CH:5]=1)([O-])=O.O.[Sn](Cl)Cl.C(=O)([O-])[O-].[Na+].[Na+]. Product: [NH2:1][C:4]1[CH:5]=[CH:6][C:7]([C:10]2[NH:11][C:12]([CH2:15][CH2:16][C:17]([O:19][C:20]([CH3:23])([CH3:22])[CH3:21])=[O:18])=[N:13][N:14]=2)=[CH:8][CH:9]=1. The catalyst class is: 40.